From a dataset of Full USPTO retrosynthesis dataset with 1.9M reactions from patents (1976-2016). Predict the reactants needed to synthesize the given product. (1) Given the product [S:1]1[C:5]([S:15]([NH2:20])(=[O:17])=[O:16])=[CH:4][C:3]2[CH:6]=[CH:7][CH:8]=[CH:9][C:2]1=2, predict the reactants needed to synthesize it. The reactants are: [S:1]1[CH:5]=[CH:4][C:3]2[CH:6]=[CH:7][CH:8]=[CH:9][C:2]1=2.[Li]CCCC.[S:15](Cl)(Cl)(=[O:17])=[O:16].[NH4+:20].[OH-].Cl. (2) Given the product [F:14][C:6]1[C:7]([F:13])=[CH:8][C:9]([O:11][CH3:12])=[CH:10][C:5]=1[CH2:4][NH2:1], predict the reactants needed to synthesize it. The reactants are: [N:1]([CH2:4][C:5]1[CH:10]=[C:9]([O:11][CH3:12])[CH:8]=[C:7]([F:13])[C:6]=1[F:14])=[N+]=[N-].